Dataset: Forward reaction prediction with 1.9M reactions from USPTO patents (1976-2016). Task: Predict the product of the given reaction. (1) Given the reactants [CH3:1][O:2][C:3]1[CH:4]=[C:5]([N:11]2[CH2:16][C:15]3[CH:17]=[N:18][C:19]4[N:23]([S:24]([C:27]5[CH:32]=[CH:31][CH:30]=[CH:29][CH:28]=5)(=[O:26])=[O:25])[C:22]([C:33]([OH:35])=O)=[CH:21][C:20]=4[C:14]=3[N:13]([CH3:36])[C:12]2=[O:37])[CH:6]=[C:7]([O:9][CH3:10])[CH:8]=1.F[P-](F)(F)(F)(F)F.[N:45]1(O[P+](N(C)C)(N(C)C)N(C)C)[C:49]2C=CC=CC=2N=N1.C(N(CC)CC)C.CN, predict the reaction product. The product is: [CH3:10][O:9][C:7]1[CH:6]=[C:5]([N:11]2[CH2:16][C:15]3[CH:17]=[N:18][C:19]4[N:23]([S:24]([C:27]5[CH:28]=[CH:29][CH:30]=[CH:31][CH:32]=5)(=[O:25])=[O:26])[C:22]([C:33]([NH:45][CH3:49])=[O:35])=[CH:21][C:20]=4[C:14]=3[N:13]([CH3:36])[C:12]2=[O:37])[CH:4]=[C:3]([O:2][CH3:1])[CH:8]=1. (2) The product is: [F:22][C:23]1[CH:28]=[CH:27][C:26]([O:1][CH2:2][CH2:3][N:4]([CH2:17][C:18]([F:19])([F:20])[F:21])[C:5]2[CH:12]=[CH:11][C:8]([C:9]#[N:10])=[C:7]([C:13]([F:15])([F:16])[F:14])[CH:6]=2)=[CH:25][CH:24]=1. Given the reactants [OH:1][CH2:2][CH2:3][N:4]([CH2:17][C:18]([F:21])([F:20])[F:19])[C:5]1[CH:12]=[CH:11][C:8]([C:9]#[N:10])=[C:7]([C:13]([F:16])([F:15])[F:14])[CH:6]=1.[F:22][C:23]1[CH:28]=[CH:27][C:26](O)=[CH:25][CH:24]=1, predict the reaction product. (3) Given the reactants [Cl:1][C:2]1[N:3]([CH3:40])[C:4]([C:34]2[N:38]([CH3:39])[N:37]=[CH:36][CH:35]=2)=[CH:5][C:6]=1[C:7]([NH:9][C@@H:10]([CH2:23][C:24]1[CH:29]=[CH:28][CH:27]=[CH:26][C:25]=1[C:30]([F:33])([F:32])[F:31])[CH2:11][N:12]1C(=O)C2C(=CC=CC=2)C1=O)=[O:8].NN, predict the reaction product. The product is: [NH2:12][CH2:11][C@@H:10]([NH:9][C:7]([C:6]1[CH:5]=[C:4]([C:34]2[N:38]([CH3:39])[N:37]=[CH:36][CH:35]=2)[N:3]([CH3:40])[C:2]=1[Cl:1])=[O:8])[CH2:23][C:24]1[CH:29]=[CH:28][CH:27]=[CH:26][C:25]=1[C:30]([F:33])([F:32])[F:31].